This data is from Reaction yield outcomes from USPTO patents with 853,638 reactions. The task is: Predict the reaction yield, written as a fraction of the theoretical maximum amount of product (1.0 means a 100% yield; for example, 0.34 means a 34% yield). (1) The reactants are [Br:1][C:2]1[CH:3]=[C:4]([CH:7]=[CH:8][C:9]=1[OH:10])[CH:5]=[O:6].C([O-])([O-])=O.[Cs+].[Cs+].Cl[C:18]([F:23])([F:22])C([O-])=O.[Na+]. The catalyst is CN(C=O)C. The product is [Br:1][C:2]1[CH:3]=[C:4]([CH:7]=[CH:8][C:9]=1[O:10][CH:18]([F:23])[F:22])[CH:5]=[O:6]. The yield is 0.520. (2) The reactants are C(N(CC)CC)C.[CH:8]1([C:14](Cl)=[O:15])[CH2:13][CH2:12][CH2:11][CH2:10][CH2:9]1.[C:17]([O:21][C:22]([NH:24][C@H:25]1[CH2:31][CH2:30][C@@H:29]([OH:32])[CH2:28][NH:27][C:26]1=[O:33])=[O:23])([CH3:20])([CH3:19])[CH3:18]. The catalyst is C(Cl)Cl. The product is [C:17]([O:21][C:22]([NH:24][C@H:25]1[CH2:31][CH2:30][C@@H:29]([O:32][C:14]([CH:8]2[CH2:13][CH2:12][CH2:11][CH2:10][CH2:9]2)=[O:15])[CH2:28][NH:27][C:26]1=[O:33])=[O:23])([CH3:20])([CH3:18])[CH3:19]. The yield is 0.995.